From a dataset of Full USPTO retrosynthesis dataset with 1.9M reactions from patents (1976-2016). Predict the reactants needed to synthesize the given product. (1) Given the product [Cl:8][C:5]1[CH:6]=[CH:7][C:2](/[CH:27]=[CH:26]/[C:25]([O:29][CH3:30])=[O:28])=[CH:3][C:4]=1[O:9][CH3:10], predict the reactants needed to synthesize it. The reactants are: Br[C:2]1[CH:7]=[CH:6][C:5]([Cl:8])=[C:4]([O:9][CH3:10])[CH:3]=1.C1(N(C)C2CCCCC2)CCCCC1.[C:25]([O:29][CH3:30])(=[O:28])[CH:26]=[CH2:27]. (2) The reactants are: C(OC([N:8]1[CH2:13][CH:12]=[C:11]([C:14]2[CH:19]=[CH:18][C:17]([C:20]3[O:24][C:23]([NH:25][C:26]4[CH:31]=[CH:30][CH:29]=[C:28]([Cl:32])[CH:27]=4)=[N:22][CH:21]=3)=[CH:16][CH:15]=2)[CH2:10][CH2:9]1)=O)(C)(C)C.Cl. Given the product [Cl:32][C:28]1[CH:27]=[C:26]([NH:25][C:23]2[O:24][C:20]([C:17]3[CH:18]=[CH:19][C:14]([C:11]4[CH2:12][CH2:13][NH:8][CH2:9][CH:10]=4)=[CH:15][CH:16]=3)=[CH:21][N:22]=2)[CH:31]=[CH:30][CH:29]=1, predict the reactants needed to synthesize it. (3) Given the product [CH2:10]([C:11]1[CH:16]=[CH:15][C:14]([CH2:24][Cl:25])=[CH:13][CH:12]=1)[CH2:9][C:6]1[CH:7]=[CH:8][C:3]([CH2:2][Cl:21])=[CH:4][CH:5]=1.[CH4:2], predict the reactants needed to synthesize it. The reactants are: O[CH2:2][C:3]1[CH:8]=[CH:7][C:6]([CH2:9][CH2:10][C:11]2[CH:16]=[CH:15][C:14](CO)=[CH:13][CH:12]=2)=[CH:5][CH:4]=1.S(Cl)([Cl:21])=O.Cl[CH2:24][Cl:25]. (4) Given the product [CH3:5][C:4]([SH:6])([CH3:7])[CH2:3][NH:2][C:19]([CH2:18][O:17][CH2:16][C:15]([OH:22])=[O:21])=[O:20], predict the reactants needed to synthesize it. The reactants are: Cl.[NH2:2][CH2:3][C:4]([CH3:7])([SH:6])[CH3:5].CCN(CC)CC.[C:15]1(=[O:22])[O:21][C:19](=[O:20])[CH2:18][O:17][CH2:16]1. (5) Given the product [CH3:1][N:2]([CH3:31])[C:3]1[N:12]=[C:11]([NH:13][CH2:14][C:15]2[CH:16]=[CH:17][C:18]([NH:21][C:22]([CH:24]3[CH2:29][CH2:28][N:27]([CH2:37][C:33]4[NH:32][CH:36]=[CH:35][N:34]=4)[CH2:26][CH2:25]3)=[O:23])=[CH:19][CH:20]=2)[C:10]2[C:5](=[CH:6][C:7]([CH3:30])=[CH:8][CH:9]=2)[N:4]=1, predict the reactants needed to synthesize it. The reactants are: [CH3:1][N:2]([CH3:31])[C:3]1[N:12]=[C:11]([NH:13][CH2:14][C:15]2[CH:20]=[CH:19][C:18]([NH:21][C:22]([CH:24]3[CH2:29][CH2:28][NH:27][CH2:26][CH2:25]3)=[O:23])=[CH:17][CH:16]=2)[C:10]2[C:5](=[CH:6][C:7]([CH3:30])=[CH:8][CH:9]=2)[N:4]=1.[NH:32]1[CH:36]=[CH:35][N:34]=[C:33]1[CH:37]=O.